Dataset: Forward reaction prediction with 1.9M reactions from USPTO patents (1976-2016). Task: Predict the product of the given reaction. (1) Given the reactants [F:1][C:2]1[CH:7]=[C:6]([O:8][CH3:9])[CH:5]=[CH:4][C:3]=1[C:10]1[CH:15]=[CH:14][N:13]=[C:12]([O:16]C)[CH:11]=1.[OH-].[Na+], predict the reaction product. The product is: [F:1][C:2]1[CH:7]=[C:6]([O:8][CH3:9])[CH:5]=[CH:4][C:3]=1[C:10]1[CH:15]=[CH:14][NH:13][C:12](=[O:16])[CH:11]=1. (2) Given the reactants [NH2:1][CH2:2][C:3]([N:5]([C:7]1[CH:12]=[CH:11][C:10]([CH3:13])=[C:9]([CH2:14][O:15][C:16]2[C:24]3[N:23]=[C:22]([O:25][CH3:26])[N:21]([CH2:27][C:28]4[CH:33]=[CH:32][CH:31]=[CH:30][N:29]=4)[C:20]=3[CH:19]=[CH:18][CH:17]=2)[C:8]=1[CH3:34])[CH3:6])=[O:4].[O:35]=[C:36]1[NH:49][C:39]2=[N:40][CH:41]=[C:42]([CH2:44][CH2:45][C:46](O)=[O:47])[CH:43]=[C:38]2[O:37]1.ClC1C(COC2C3N=C(OC)N(CC4C=CC=CN=4)C=3C=CC=2)=C(Cl)C=CC=1N(C)C(=O)CNC(=O)CCC1C=CC(C(NCCOC)=O)=CC=1, predict the reaction product. The product is: [CH3:26][O:25][C:22]1[N:21]([CH2:27][C:28]2[CH:33]=[CH:32][CH:31]=[CH:30][N:29]=2)[C:20]2[CH:19]=[CH:18][CH:17]=[C:16]([O:15][CH2:14][C:9]3[C:8]([CH3:34])=[C:7]([N:5]([CH3:6])[C:3](=[O:4])[CH2:2][NH:1][C:46](=[O:47])[CH2:45][CH2:44][C:42]4[CH:43]=[C:38]5[O:37][C:36](=[O:35])[NH:49][C:39]5=[N:40][CH:41]=4)[CH:12]=[CH:11][C:10]=3[CH3:13])[C:24]=2[N:23]=1. (3) Given the reactants C([O:3][C:4](=O)[CH2:5][CH2:6][C:7]1[N:11]2[CH:12]=[C:13]([Br:16])[CH:14]=[CH:15][C:10]2=[CH:9][N:8]=1)C.CC(C[AlH]CC(C)C)C.Cl, predict the reaction product. The product is: [Br:16][C:13]1[CH:14]=[CH:15][C:10]2[N:11]([C:7]([CH2:6][CH2:5][CH2:4][OH:3])=[N:8][CH:9]=2)[CH:12]=1. (4) Given the reactants [Br:1][C:2]1[C:3]([F:16])=[C:4](NC(=O)OC(C)(C)C)[CH:5]=[CH:6][CH:7]=1.[CH:17](=O)/[CH:18]=[CH:19]/[CH3:20].[OH-].[NH4+:23], predict the reaction product. The product is: [Br:1][C:2]1[C:3]([F:16])=[C:4]2[C:5]([CH:17]=[CH:18][C:19]([CH3:20])=[N:23]2)=[CH:6][CH:7]=1. (5) Given the reactants [CH2:1]([O:3][P:4]([NH:9][CH:10]1[CH:15]([CH3:16])[CH2:14][CH2:13][N:12](C(OCC2C=CC=CC=2)=O)[CH2:11]1)([O:6][CH2:7][CH3:8])=[O:5])[CH3:2], predict the reaction product. The product is: [CH3:16][CH:15]1[CH2:14][CH2:13][NH:12][CH2:11][CH:10]1[NH:9][P:4](=[O:5])([O:6][CH2:7][CH3:8])[O:3][CH2:1][CH3:2]. (6) Given the reactants [CH3:1][N:2]([CH3:13])[C:3]1[CH:8]=[CH:7][C:6]([NH2:9])=[C:5]([N+:10]([O-])=O)[CH:4]=1, predict the reaction product. The product is: [CH3:1][N:2]([CH3:13])[C:3]1[CH:4]=[C:5]([NH2:10])[C:6]([NH2:9])=[CH:7][CH:8]=1. (7) Given the reactants [CH2:1]([O:3][C:4]([C:6]1[S:7][C:8](S(C)(=O)=O)=[C:9]2[C:17]3[N:16]([CH3:18])[N:15]=[CH:14][C:13]=3[CH2:12][CH2:11][C:10]=12)=[O:5])[CH3:2].[CH3:23][O:24][CH2:25][CH2:26][OH:27].[H-].[Na+].O, predict the reaction product. The product is: [CH3:23][O:24][CH2:25][CH2:26][O:27][C:8]1[S:7][C:6]([C:4]([O:3][CH2:1][CH3:2])=[O:5])=[C:10]2[C:9]=1[C:17]1[N:16]([CH3:18])[N:15]=[CH:14][C:13]=1[CH2:12][CH2:11]2.